Dataset: Full USPTO retrosynthesis dataset with 1.9M reactions from patents (1976-2016). Task: Predict the reactants needed to synthesize the given product. (1) Given the product [CH3:1][C:2]1[CH:10]=[C:9]([OH:11])[CH:8]=[C:7]([CH3:16])[C:3]=1[C:4]([PH2:20]=[O:19])=[O:5], predict the reactants needed to synthesize it. The reactants are: [CH3:1][C:2]1[CH:10]=[C:9]([O:11][Si](C)(C)C)[CH:8]=[C:7]([CH3:16])[C:3]=1[C:4](Cl)=[O:5].C([O:19][P:20](C1C=CC=CC=1)C1C=CC=CC=1)C.CCCC[N+](CCCC)(CCCC)CCCC.[F-]. (2) Given the product [ClH:34].[CH3:1][S:2]([C:5]1[CH:6]=[CH:7][C:8]([N:11]2[CH2:26][CH:14]3[CH2:15][NH:16][CH2:17][CH2:18][N:13]3[C:12]2=[O:27])=[CH:9][CH:10]=1)(=[O:3])=[O:4], predict the reactants needed to synthesize it. The reactants are: [CH3:1][S:2]([C:5]1[CH:10]=[CH:9][C:8]([N:11]2[CH2:26][CH:14]3[CH2:15][N:16](C(OC(C)(C)C)=O)[CH2:17][CH2:18][N:13]3[C:12]2=[O:27])=[CH:7][CH:6]=1)(=[O:4])=[O:3].C(OCC)(=O)C.[ClH:34]. (3) Given the product [C:30]([N:22]1[C@H:18]([CH2:17][O:16][C:14]2[CH:13]=[C:12]([O:24][CH3:25])[CH:11]=[C:10]3[C:15]=2[C:6]([NH:5][C:4]2[CH:26]=[CH:27][C:28]([F:29])=[C:2]([Cl:1])[CH:3]=2)=[N:7][CH:8]=[N:9]3)[CH2:19][C@@H:20]([OH:23])[CH2:21]1)(=[O:32])[CH3:31], predict the reactants needed to synthesize it. The reactants are: [Cl:1][C:2]1[CH:3]=[C:4]([CH:26]=[CH:27][C:28]=1[F:29])[NH:5][C:6]1[C:15]2[C:10](=[CH:11][C:12]([O:24][CH3:25])=[CH:13][C:14]=2[O:16][CH2:17][C@H:18]2[NH:22][CH2:21][C@H:20]([OH:23])[CH2:19]2)[N:9]=[CH:8][N:7]=1.[C:30](O)(=[O:32])[CH3:31]. (4) Given the product [O:37]1[CH2:35][C@H:36]1[CH2:38][O:23][C:16]1[CH:15]=[C:14]2[C:19]([C:20](=[O:22])[CH:21]=[C:12]([C:11]3[CH:10]=[C:9]([O:8][CH2:1][C:2]4[CH:3]=[CH:4][CH:5]=[CH:6][CH:7]=4)[CH:26]=[C:25]([O:27][CH2:28][C:29]4[CH:34]=[CH:33][CH:32]=[CH:31][CH:30]=4)[CH:24]=3)[O:13]2)=[CH:18][CH:17]=1, predict the reactants needed to synthesize it. The reactants are: [CH2:1]([O:8][C:9]1[CH:10]=[C:11]([CH:24]=[C:25]([O:27][CH2:28][C:29]2[CH:34]=[CH:33][CH:32]=[CH:31][CH:30]=2)[CH:26]=1)[C:12]1[O:13][C:14]2[C:19]([C:20](=[O:22])[CH:21]=1)=[CH:18][CH:17]=[C:16]([OH:23])[CH:15]=2)[C:2]1[CH:7]=[CH:6][CH:5]=[CH:4][CH:3]=1.[CH2:35]1[O:37][C@H:36]1[CH2:38]Cl.[OH-].[Na+]. (5) Given the product [Cl:38][C:8]1[CH2:7][N:6]([CH2:5][C:4]2[CH:20]=[CH:21][C:22]([O:24][CH3:25])=[CH:23][C:3]=2[O:2][CH3:1])[C:12](=[O:13])[C:11]2[CH:14]=[C:15]([Br:18])[CH:16]=[CH:17][C:10]=2[N:9]=1, predict the reactants needed to synthesize it. The reactants are: [CH3:1][O:2][C:3]1[CH:23]=[C:22]([O:24][CH3:25])[CH:21]=[CH:20][C:4]=1[CH2:5][N:6]1[C:12](=[O:13])[C:11]2[CH:14]=[C:15]([Br:18])[CH:16]=[CH:17][C:10]=2[NH:9][C:8](=O)[CH2:7]1.CN(C)C1C=CC(C)=CC=1.P(Cl)(Cl)([Cl:38])=O. (6) Given the product [Br:1][C:2]1[C:3]([N+:13]([O-:15])=[O:14])=[C:4]2[C:5](=[CH:10][CH:11]=1)[C:6](=[O:7])[O:8][CH:9]=[CH:12]2, predict the reactants needed to synthesize it. The reactants are: [Br:1][C:2]1[CH:11]=[CH:10][C:5]([C:6]([O:8][CH3:9])=[O:7])=[C:4]([CH3:12])[C:3]=1[N+:13]([O-:15])=[O:14].COC(OC)N(C)C.CN(C)C=O.C(OCC)(=O)C. (7) Given the product [Cl:9][CH2:10][C:11]1[N:1]=[C:2]([CH2:3][NH:4][C:5](=[O:7])[CH3:6])[S:8][CH:13]=1, predict the reactants needed to synthesize it. The reactants are: [NH2:1][C:2](=[S:8])[CH2:3][NH:4][C:5](=[O:7])[CH3:6].[Cl:9][CH2:10][C:11]([CH2:13]Cl)=O.